The task is: Predict which catalyst facilitates the given reaction.. This data is from Catalyst prediction with 721,799 reactions and 888 catalyst types from USPTO. (1) Reactant: [CH2:1]([O:8][C:9]1[CH:13]=[C:12]([CH:14]([CH3:16])[CH3:15])[S:11][C:10]=1[C:17]([OH:19])=O)[C:2]1[CH:7]=[CH:6][CH:5]=[CH:4][CH:3]=1.Cl.[CH3:21][NH:22][O:23][CH3:24].C(N(CC)CC)C. Product: [CH2:1]([O:8][C:9]1[CH:13]=[C:12]([CH:14]([CH3:15])[CH3:16])[S:11][C:10]=1[C:17]([N:22]([O:23][CH3:24])[CH3:21])=[O:19])[C:2]1[CH:3]=[CH:4][CH:5]=[CH:6][CH:7]=1. The catalyst class is: 411. (2) Reactant: [Cl:1][C:2]1[CH:19]=[CH:18][C:5]([CH2:6][S:7][C:8]2[O:9][C:10]3[CH:16]=[CH:15][C:14]([NH2:17])=[CH:13][C:11]=3[N:12]=2)=[CH:4][CH:3]=1.[C:20](Cl)(=[O:22])[CH3:21].O. Product: [Cl:1][C:2]1[CH:19]=[CH:18][C:5]([CH2:6][S:7][C:8]2[O:9][C:10]3[CH:16]=[CH:15][C:14]([NH:17][C:20](=[O:22])[CH3:21])=[CH:13][C:11]=3[N:12]=2)=[CH:4][CH:3]=1. The catalyst class is: 17. (3) Reactant: Cl.[Cl:2][C:3]1[CH:4]=[C:5]([N:9]2[C:13]([CH2:14][NH2:15])=[CH:12][C:11]([C:16]([F:19])([F:18])[F:17])=[N:10]2)[CH:6]=[CH:7][CH:8]=1.C(N(CC)CC)C.[CH3:27][O:28][CH2:29][CH2:30][N:31]([CH3:48])[C:32]1[N:37]=[CH:36][C:35]([NH:38][C:39](=O)[O:40]C2C=CC=CC=2)=[CH:34][CH:33]=1. Product: [Cl:2][C:3]1[CH:4]=[C:5]([N:9]2[C:13]([CH2:14][NH:15][C:39]([NH:38][C:35]3[CH:36]=[N:37][C:32]([N:31]([CH2:30][CH2:29][O:28][CH3:27])[CH3:48])=[CH:33][CH:34]=3)=[O:40])=[CH:12][C:11]([C:16]([F:17])([F:18])[F:19])=[N:10]2)[CH:6]=[CH:7][CH:8]=1. The catalyst class is: 4.